Dataset: Full USPTO retrosynthesis dataset with 1.9M reactions from patents (1976-2016). Task: Predict the reactants needed to synthesize the given product. (1) The reactants are: [C:1]([O:5][C:6]([C@@H:8]([CH2:13][NH:14][S:15]([C:18]1[CH:23]=[CH:22][CH:21]=[CH:20][C:19]=1[N+:24]([O-:26])=[O:25])(=[O:17])=[O:16])[C:9]([O:11][CH3:12])=[O:10])=[O:7])([CH3:4])([CH3:3])[CH3:2].C(=O)([O-])[O-].[K+].[K+].Br[CH2:34][CH2:35][CH2:36][CH:37]=[CH2:38]. Given the product [C:1]([O:5][C:6]([C@@H:8]([CH2:13][N:14]([CH2:38][CH2:37][CH2:36][CH:35]=[CH2:34])[S:15]([C:18]1[CH:23]=[CH:22][CH:21]=[CH:20][C:19]=1[N+:24]([O-:26])=[O:25])(=[O:17])=[O:16])[C:9]([O:11][CH3:12])=[O:10])=[O:7])([CH3:4])([CH3:2])[CH3:3], predict the reactants needed to synthesize it. (2) Given the product [CH3:12][S:11][C:8]1[CH:9]=[CH:10][C:5]([S:2]([CH2:1][C@@H:33]2[CH2:32][CH2:31][O:30][CH2:29][C@H:28]2[OH:27])(=[O:4])=[O:3])=[CH:6][CH:7]=1, predict the reactants needed to synthesize it. The reactants are: [CH3:1][S:2]([C:5]1[CH:10]=[CH:9][C:8]([S:11][CH3:12])=[CH:7][CH:6]=1)(=[O:4])=[O:3].[Li]CCCC.B(F)(F)F.CCOCC.[O:27]1[CH:33]2[CH:28]1[CH2:29][O:30][CH2:31][CH2:32]2.Cl. (3) Given the product [Cl:1][C:2]1[C:20]([Cl:21])=[CH:19][C:5]2[N:6]([CH2:14][C:15](=[N:23][OH:24])[CH2:16][CH3:17])[C:7]([CH2:9][C:10]([F:13])([F:12])[F:11])=[N:8][C:4]=2[CH:3]=1, predict the reactants needed to synthesize it. The reactants are: [Cl:1][C:2]1[C:20]([Cl:21])=[CH:19][C:5]2[N:6]([CH2:14][C:15](=O)[CH2:16][CH3:17])[C:7]([CH2:9][C:10]([F:13])([F:12])[F:11])=[N:8][C:4]=2[CH:3]=1.Cl.[NH2:23][OH:24].N1C=CC=CC=1.O. (4) Given the product [F:15][C:12]([F:13])([F:14])[C:9]1[S:10][C:11]2[C:3]([OH:2])=[CH:4][CH:5]=[CH:6][C:7]=2[N:8]=1, predict the reactants needed to synthesize it. The reactants are: C[O:2][C:3]1[C:11]2[S:10][C:9]([C:12]([F:15])([F:14])[F:13])=[N:8][C:7]=2[CH:6]=[CH:5][CH:4]=1.B(Br)(Br)Br.CO.O. (5) Given the product [CH3:2][O:3][C:4](=[O:11])[C@@H:5]([N:6]1[CH2:27][C:26]([O:29][C:30]2[CH:35]=[CH:34][C:33]([F:36])=[CH:32][C:31]=2[F:37])=[CH:25][C:24]1=[O:23])[CH2:7][CH:8]([CH3:10])[CH3:9], predict the reactants needed to synthesize it. The reactants are: Cl.[CH3:2][O:3][C:4](=[O:11])[C@H:5]([CH2:7][CH:8]([CH3:10])[CH3:9])[NH2:6].C(N(CC)C(C)C)(C)C.C([O:23][C:24](=O)[CH:25]=[C:26]([O:29][C:30]1[CH:35]=[CH:34][C:33]([F:36])=[CH:32][C:31]=1[F:37])[CH2:27]Br)C. (6) Given the product [OH:58][CH2:57][CH2:56][O:55][CH2:54][CH2:53][NH:52][CH2:8][CH2:9][CH2:10][CH2:11][CH2:12][O:13][C:14]1[CH:19]=[CH:18][C:17]([C:20]2[C:21]([CH3:51])=[C:22]([C:29]([C:31]3[CH:40]=[C:39]4[C:34]([C:35](=[O:50])[N:36]([CH2:42][C:43]([O:45][C:46]([CH3:49])([CH3:48])[CH3:47])=[O:44])[C:37](=[O:41])[NH:38]4)=[CH:33][CH:32]=3)=[O:30])[N:23]3[C:28]=2[CH:27]=[CH:26][CH:25]=[CH:24]3)=[CH:16][CH:15]=1, predict the reactants needed to synthesize it. The reactants are: C(=O)([O-])[O-].[K+].[K+].I[CH2:8][CH2:9][CH2:10][CH2:11][CH2:12][O:13][C:14]1[CH:19]=[CH:18][C:17]([C:20]2[C:21]([CH3:51])=[C:22]([C:29]([C:31]3[CH:40]=[C:39]4[C:34]([C:35](=[O:50])[N:36]([CH2:42][C:43]([O:45][C:46]([CH3:49])([CH3:48])[CH3:47])=[O:44])[C:37](=[O:41])[NH:38]4)=[CH:33][CH:32]=3)=[O:30])[N:23]3[C:28]=2[CH:27]=[CH:26][CH:25]=[CH:24]3)=[CH:16][CH:15]=1.[NH2:52][CH2:53][CH2:54][O:55][CH2:56][CH2:57][OH:58].OS([O-])(=O)=O.[K+]. (7) The reactants are: [Cl:1][C:2]1[CH:7]=[C:6]([N+:8]([O-:10])=[O:9])[CH:5]=[CH:4][C:3]=1F.[F:12][C@@H:13]1[C@@H:18]([OH:19])[CH2:17][CH2:16][N:15]([C:20]([O:22][C:23]([CH3:26])([CH3:25])[CH3:24])=[O:21])[CH2:14]1.CC([O-])(C)C.[K+]. Given the product [Cl:1][C:2]1[CH:7]=[C:6]([N+:8]([O-:10])=[O:9])[CH:5]=[CH:4][C:3]=1[O:19][C@H:18]1[CH2:17][CH2:16][N:15]([C:20]([O:22][C:23]([CH3:25])([CH3:24])[CH3:26])=[O:21])[CH2:14][C@@H:13]1[F:12], predict the reactants needed to synthesize it. (8) Given the product [CH3:12][CH:13]([CH3:34])[CH2:14][C:15]([O:17][CH:18]([O:20][C:21]([NH:23][CH2:24][C@H:25]1[CH2:26][CH2:27][C@H:28]([C:31]([O-:33])=[O:32])[CH2:29][CH2:30]1)=[O:22])[CH3:19])=[O:16].[Na+:39], predict the reactants needed to synthesize it. The reactants are: C1C[C@H](C(O)=O)CC[C@H]1CN.[CH3:12][CH:13]([CH3:34])[CH2:14][C:15]([O:17][CH:18]([O:20][C:21]([NH:23][CH2:24][C@H:25]1[CH2:30][CH2:29][C@H:28]([C:31]([OH:33])=[O:32])[CH2:27][CH2:26]1)=[O:22])[CH3:19])=[O:16].C(=O)(O)[O-].[Na+:39].C(#N)C.